From a dataset of Reaction yield outcomes from USPTO patents with 853,638 reactions. Predict the reaction yield, written as a fraction of the theoretical maximum amount of product (1.0 means a 100% yield; for example, 0.34 means a 34% yield). The reactants are [NH2:1][C:2]1[C:3]([C:7]2[N:8]([CH2:29][CH3:30])[C:9]3[CH:14]=[C:13]([CH2:15][N:16]4[C:24](=[O:25])[C:23]5[C:18](=[CH:19][CH:20]=[CH:21][CH:22]=5)[C:17]4=[O:26])[N:12]=[C:11](Cl)[C:10]=3[N:28]=2)=[N:4][O:5][N:6]=1.[CH3:31][C:32]([OH:36])([C:34]#[CH:35])[CH3:33]. The catalyst is CN(C=O)C.CCN(CC)CC.[Cu]I. The product is [NH2:1][C:2]1[C:3]([C:7]2[N:8]([CH2:29][CH3:30])[C:9]3[CH:14]=[C:13]([CH2:15][N:16]4[C:24](=[O:25])[C:23]5[C:18](=[CH:19][CH:20]=[CH:21][CH:22]=5)[C:17]4=[O:26])[N:12]=[C:11]([C:35]#[C:34][C:32]([OH:36])([CH3:33])[CH3:31])[C:10]=3[N:28]=2)=[N:4][O:5][N:6]=1. The yield is 0.490.